This data is from Full USPTO retrosynthesis dataset with 1.9M reactions from patents (1976-2016). The task is: Predict the reactants needed to synthesize the given product. (1) The reactants are: [OH:1][CH2:2][C@@H:3]([N:10]1[C:18](=[O:19])[C:17]2[C:12](=[CH:13][CH:14]=[CH:15][CH:16]=2)[C:11]1=[O:20])[C:4]1[CH:9]=[CH:8][CH:7]=[CH:6][CH:5]=1.[F:21][C:22]([F:30])(S(F)(=O)=O)C(O)=O. Given the product [F:21][CH:22]([F:30])[O:1][CH2:2][C@@H:3]([N:10]1[C:11](=[O:20])[C:12]2[C:17](=[CH:16][CH:15]=[CH:14][CH:13]=2)[C:18]1=[O:19])[C:4]1[CH:5]=[CH:6][CH:7]=[CH:8][CH:9]=1, predict the reactants needed to synthesize it. (2) Given the product [C:3]([OH:7])(=[O:6])[CH2:4][CH2:5][CH2:23][CH2:22][CH2:21][CH2:41][CH2:40][CH2:39][CH2:48][CH2:47][CH2:46]/[CH:51]=[CH:52]\[CH2:31][CH2:32][CH2:33][CH2:34][CH2:13][CH2:14][CH2:15][CH3:16], predict the reactants needed to synthesize it. The reactants are: C=C.[C:3]([OH:7])(=[O:6])[CH:4]=[CH2:5].C(O[CH2:13][CH2:14][CH2:15][CH3:16])(=O)C=C.C=C.C=C.[C:21](O)(=O)[CH:22]=[CH2:23].C(O[CH2:31][CH2:32][CH2:33][CH3:34])(=O)C=C.C=C.C=C.[C:39](O)(=O)[CH:40]=[CH2:41].C=C.[C:46](O)(=O)[CH:47]=[CH2:48].[C:51](OCCCC)(=O)[CH:52]=C.C=C. (3) The reactants are: [CH3:1][O:2][C:3]1[CH:8]=[C:7]([O:9][CH3:10])[CH:6]=[CH:5][C:4]=1[C:11]1[C:19]2[C:14](=[N:15][C:16]([NH2:20])=[N:17][CH:18]=2)[N:13]([CH3:21])[N:12]=1.[S:22](=O)(=[O:25])([OH:24])[OH:23]. Given the product [NH2:20][C:16]1[N:15]=[C:14]2[N:13]([CH3:21])[N:12]=[C:11]([C:4]3[C:3]([O:2][CH3:1])=[CH:8][C:7]([O:9][CH3:10])=[C:6]([S:22]([OH:25])(=[O:24])=[O:23])[CH:5]=3)[C:19]2=[CH:18][N:17]=1, predict the reactants needed to synthesize it. (4) The reactants are: IC.[C:3]([O-])([O-])=O.[K+].[K+].[Br:9][C:10]1[C:11]([OH:20])=[C:12]([C:16]([O:18][CH3:19])=[O:17])[S:13][C:14]=1[Br:15]. Given the product [Br:9][C:10]1[C:11]([O:20][CH3:3])=[C:12]([C:16]([O:18][CH3:19])=[O:17])[S:13][C:14]=1[Br:15], predict the reactants needed to synthesize it. (5) Given the product [F:3][C:4]1[CH:14]=[CH:13][C:12]2=[C:15]3[C:5]=1[O:6][CH2:7][C@H:8]([CH3:34])[N:9]3[C:10]([C@@H:16]([NH:18][C:19]1[N:27]=[CH:26][N:25]=[C:24]3[C:20]=1[N:21]=[CH:22][NH:23]3)[CH3:17])=[N:11]2, predict the reactants needed to synthesize it. The reactants are: Cl.Cl.[F:3][C:4]1[CH:14]=[CH:13][C:12]2=[C:15]3[C:5]=1[O:6][CH2:7][C@H:8]([CH3:34])[N:9]3[C:10]([C@@H:16]([NH:18][C:19]1[N:27]=[CH:26][N:25]=[C:24]3[C:20]=1[N:21]=[CH:22][N:23]3C1CCCCO1)[CH3:17])=[N:11]2.